Dataset: Catalyst prediction with 721,799 reactions and 888 catalyst types from USPTO. Task: Predict which catalyst facilitates the given reaction. (1) Reactant: [OH:1][C:2]12[C:13]3[C:8](=[CH:9][CH:10]=[CH:11][CH:12]=3)[C:7](=[O:14])[C:6]1([OH:15])[C:5]1[CH:16]=[CH:17][C:18]([CH:20]([CH3:22])[CH3:21])=[CH:19][C:4]=1[O:3]2.[CH3:23][C:24]([CH3:29])([CH3:28])[C:25](Cl)=[O:26].CN(C)C. Product: [CH3:23][C:24]([CH3:29])([CH3:28])[C:25]([O:1][C:2]12[C:13]3[C:8](=[CH:9][CH:10]=[CH:11][CH:12]=3)[C:7](=[O:14])[C:6]1([O:15][C:25](=[O:26])[C:24]([CH3:29])([CH3:28])[CH3:23])[C:5]1[CH:16]=[CH:17][C:18]([CH:20]([CH3:22])[CH3:21])=[CH:19][C:4]=1[O:3]2)=[O:26]. The catalyst class is: 453. (2) Reactant: [CH3:1][CH:2]1[NH:7][CH:6]([CH3:8])[CH2:5][N:4]([C:9]2[C:13]([O:14][CH2:15][C:16]3[CH:21]=[CH:20][N:19]=[CH:18][CH:17]=3)=[N:12][S:11][N:10]=2)[CH2:3]1.ClCCl.C(N(CC)CC)C.[N:32]([C:35]1[CH:40]=[C:39]([C:41]([F:44])([F:43])[F:42])[CH:38]=[C:37]([C:45]([F:48])([F:47])[F:46])[CH:36]=1)=[C:33]=[O:34]. Product: [F:42][C:41]([F:43])([F:44])[C:39]1[CH:40]=[C:35]([NH:32][C:33]([N:7]2[CH:6]([CH3:8])[CH2:5][N:4]([C:9]3[C:13]([O:14][CH2:15][C:16]4[CH:21]=[CH:20][N:19]=[CH:18][CH:17]=4)=[N:12][S:11][N:10]=3)[CH2:3][CH:2]2[CH3:1])=[O:34])[CH:36]=[C:37]([C:45]([F:48])([F:46])[F:47])[CH:38]=1. The catalyst class is: 25. (3) Reactant: CON(C)[C:4]([CH:6]1[CH2:8][CH:7]1[C:9]1[CH:14]=[CH:13][C:12]([CH3:15])=[C:11]([F:16])[CH:10]=1)=[O:5].[OH-:18].[Na+]. Product: [F:16][C:11]1[CH:10]=[C:9]([CH:7]2[CH2:8][CH:6]2[C:4]([OH:18])=[O:5])[CH:14]=[CH:13][C:12]=1[CH3:15]. The catalyst class is: 24. (4) Reactant: [NH2:1][C:2]1[C:3]([C:25](OCC)=[O:26])=[N:4][C:5]([NH:17][C@H:18]2[CH2:23][CH2:22][C@@H:21]([OH:24])[CH2:20][CH2:19]2)=[N:6][C:7]=1[NH:8][C:9]1[CH:14]=[CH:13][CH:12]=[CH:11][C:10]=1[O:15][CH3:16].O[C@@H]1CC[C@H]([NH:37]C2N=C(C(OCC)=O)C([N+]([O-])=O)=C(NC3C=CC=CC=3OC)N=2)CC1.[CH2:61]([OH:63])C. Product: [OH:24][C@@H:21]1[CH2:22][CH2:23][C@H:18]([NH:17][C:5]2[N:6]=[C:7]3[C:2]([NH:1][C:61](=[O:63])[N:8]3[C:9]3[CH:14]=[CH:13][CH:12]=[CH:11][C:10]=3[O:15][CH3:16])=[C:3]([C:25]([NH2:37])=[O:26])[N:4]=2)[CH2:19][CH2:20]1. The catalyst class is: 45. (5) Reactant: [Cl:1][C:2]1[CH:7]=[CH:6][CH:5]=[C:4]([Cl:8])[C:3]=1[NH:9][C:10]1[NH:22][C:21]2[C:16]3[N:17]=[C:18]([CH3:20])[O:19][C:15]=3[C:14]([C:23](O)=[O:24])=[CH:13][C:12]=2[N:11]=1.C(Cl)(=O)C(Cl)=O.[F:32][C:33]([F:43])([F:42])[C:34]1[CH:39]=[CH:38][CH:37]=[CH:36][C:35]=1[CH2:40][NH2:41].[H-].[Na+]. Product: [Cl:1][C:2]1[CH:7]=[CH:6][CH:5]=[C:4]([Cl:8])[C:3]=1[NH:9][C:10]1[NH:22][C:21]2[C:16]3[N:17]=[C:18]([CH3:20])[O:19][C:15]=3[C:14]([C:23]([NH:41][CH2:40][C:35]3[CH:36]=[CH:37][CH:38]=[CH:39][C:34]=3[C:33]([F:32])([F:42])[F:43])=[O:24])=[CH:13][C:12]=2[N:11]=1. The catalyst class is: 1. (6) Reactant: [CH2:1]([O:3][CH:4]([O:10][CH2:11][CH3:12])[C:5]#[C:6][C:7](=O)[CH3:8])[CH3:2].[C:13]([O:17][CH3:18])(=[O:16])[CH2:14][SH:15].CO.C([O-])([O-])=O.[Cs+].[Cs+].[O-]S([O-])(=O)=O.[Mg+2]. Product: [CH3:18][O:17][C:13]([C:14]1[S:15][C:5]([CH:4]([O:10][CH2:11][CH3:12])[O:3][CH2:1][CH3:2])=[CH:6][C:7]=1[CH3:8])=[O:16]. The catalyst class is: 1. (7) Reactant: [CH2:1]([C:3]([C:21]1[CH:26]=[C:25]([CH3:27])[C:24]([OH:28])=[C:23]([CH3:29])[CH:22]=1)([C:6]1[CH:11]=[CH:10][C:9](/[CH:12]=[CH:13]/[C:14]([CH2:18][CH3:19])([OH:17])[CH2:15][CH3:16])=[C:8]([CH3:20])[CH:7]=1)[CH2:4][CH3:5])[CH3:2].[C:30]([O-])([O-])=O.[K+].[K+].[C:36]([O:39][CH2:40][CH3:41])(=[O:38])[CH3:37]. Product: [CH2:1]([C:3]([C:21]1[CH:22]=[C:23]([CH3:29])[C:24]([O:28][CH2:41][C@H:40]2[O:39][C:36](=[O:38])[CH2:37][CH2:30]2)=[C:25]([CH3:27])[CH:26]=1)([C:6]1[CH:11]=[CH:10][C:9](/[CH:12]=[CH:13]/[C:14]([CH2:15][CH3:16])([OH:17])[CH2:18][CH3:19])=[C:8]([CH3:20])[CH:7]=1)[CH2:4][CH3:5])[CH3:2]. The catalyst class is: 3. (8) Reactant: Br[CH2:2][C:3]1[CH:10]=[CH:9][C:8]([F:11])=[CH:7][C:4]=1[C:5]#[N:6].[OH:12][C:13]1[CH:18]=[C:17]([CH3:19])[N:16]([C:20]2[CH:21]=[C:22]([CH:27]=[CH:28][C:29]=2[CH3:30])[C:23]([O:25][CH3:26])=[O:24])[C:15](=[O:31])[CH:14]=1.C([O-])([O-])=O.[K+].[K+].C(O)(=O)CC(CC(O)=O)(C(O)=O)O. The catalyst class is: 3. Product: [C:5]([C:4]1[CH:7]=[C:8]([F:11])[CH:9]=[CH:10][C:3]=1[CH2:2][O:12][C:13]1[CH:18]=[C:17]([CH3:19])[N:16]([C:20]2[CH:21]=[C:22]([CH:27]=[CH:28][C:29]=2[CH3:30])[C:23]([O:25][CH3:26])=[O:24])[C:15](=[O:31])[CH:14]=1)#[N:6]. (9) Reactant: Br.[NH2:2][C:3]1[S:4][CH:5]=[C:6]([C:8]([OH:10])=[O:9])[N:7]=1.[Cl:11][C:12]1[CH:13]=[C:14]([CH:18]=[CH:19][C:20]=1[F:21])[C:15](Cl)=[O:16].C(N(C(C)C)CC)(C)C.Cl. Product: [Cl:11][C:12]1[CH:13]=[C:14]([CH:18]=[CH:19][C:20]=1[F:21])[C:15]([NH:2][C:3]1[S:4][CH:5]=[C:6]([C:8]([OH:10])=[O:9])[N:7]=1)=[O:16]. The catalyst class is: 47.